This data is from Forward reaction prediction with 1.9M reactions from USPTO patents (1976-2016). The task is: Predict the product of the given reaction. (1) Given the reactants Cl[C:2]1[N:7]=[C:6]([NH:8][C:9]2[CH:10]=[N:11][N:12]([CH2:14][CH3:15])[CH:13]=2)[C:5]([N+:16]([O-:18])=[O:17])=[CH:4][N:3]=1.[O:19]1[CH2:24][CH2:23][CH:22]([N:25]2[CH:29]=[C:28]([NH2:30])[CH:27]=[N:26]2)[CH2:21][CH2:20]1.CCN(C(C)C)C(C)C, predict the reaction product. The product is: [CH2:14]([N:12]1[CH:13]=[C:9]([NH:8][C:6]2[C:5]([N+:16]([O-:18])=[O:17])=[CH:4][N:3]=[C:2]([NH:30][C:28]3[CH:27]=[N:26][N:25]([CH:22]4[CH2:23][CH2:24][O:19][CH2:20][CH2:21]4)[CH:29]=3)[N:7]=2)[CH:10]=[N:11]1)[CH3:15]. (2) Given the reactants [Cl:1][C:2]1[CH:3]=[C:4]([CH:19]=[C:20]([O:24][CH:25]([CH3:27])[CH3:26])[C:21]=1[O:22][CH3:23])[C:5]([NH:7][C:8]1[CH:17]=[CH:16][C:11]([C:12]([O:14]C)=[O:13])=[C:10]([CH3:18])[CH:9]=1)=[O:6], predict the reaction product. The product is: [Cl:1][C:2]1[CH:3]=[C:4]([CH:19]=[C:20]([O:24][CH:25]([CH3:27])[CH3:26])[C:21]=1[O:22][CH3:23])[C:5]([NH:7][C:8]1[CH:17]=[CH:16][C:11]([C:12]([OH:14])=[O:13])=[C:10]([CH3:18])[CH:9]=1)=[O:6]. (3) Given the reactants [NH2:1][C:2]1[CH:7]=[CH:6][CH:5]=[CH:4][N:3]=1.[F:8][C:9]([F:19])([F:18])[C:10](=O)[CH2:11][C:12](OCC)=[O:13].[Br:20]Br, predict the reaction product. The product is: [BrH:20].[Br:20][C:11]1[C:12](=[O:13])[N:3]2[CH:4]=[CH:5][CH:6]=[CH:7][C:2]2=[N:1][C:10]=1[C:9]([F:19])([F:18])[F:8]. (4) Given the reactants [Br:1][C:2]1[CH:10]=[C:9]2[C:5]([CH2:6][CH2:7][C@H:8]2[OH:11])=[CH:4][CH:3]=1.[CH3:12][O:13][C:14](=[O:26])[CH2:15][C@H:16]1[C:20]2[CH:21]=[CH:22][C:23](O)=[CH:24][C:19]=2[O:18][CH2:17]1, predict the reaction product. The product is: [CH3:12][O:13][C:14](=[O:26])[CH2:15][C@H:16]1[C:20]2[CH:21]=[CH:22][C:23]([O:11][C@@H:8]3[C:9]4[C:5](=[CH:4][CH:3]=[C:2]([Br:1])[CH:10]=4)[CH2:6][CH2:7]3)=[CH:24][C:19]=2[O:18][CH2:17]1. (5) The product is: [Cl:16][C:4]1[C:5]2[C:6](=[N:7][C:8]([S:11][CH3:12])=[N:9][CH:10]=2)[N:2]([CH3:1])[N:3]=1. Given the reactants [CH3:1][N:2]1[C:6]2=[N:7][C:8]([S:11][CH3:12])=[N:9][CH:10]=[C:5]2[C:4](=O)[NH:3]1.P(Cl)(Cl)([Cl:16])=O.[OH-].[NH4+], predict the reaction product.